Predict the reactants needed to synthesize the given product. From a dataset of Full USPTO retrosynthesis dataset with 1.9M reactions from patents (1976-2016). Given the product [O:1]([C:8]1[N:13]=[N:12][C:11]([CH2:14][CH2:15][C:16]2[CH:29]=[CH:28][C:19]([O:20][CH2:21][CH2:22][N:36]3[CH2:40][CH2:39][CH2:38][CH2:37]3)=[CH:18][CH:17]=2)=[CH:10][CH:9]=1)[C:2]1[CH:3]=[CH:4][CH:5]=[CH:6][CH:7]=1, predict the reactants needed to synthesize it. The reactants are: [O:1]([C:8]1[N:13]=[N:12][C:11]([CH2:14][CH2:15][C:16]2[CH:29]=[CH:28][C:19]([O:20][CH2:21][CH2:22]OS(C)(=O)=O)=[CH:18][CH:17]=2)=[CH:10][CH:9]=1)[C:2]1[CH:7]=[CH:6][CH:5]=[CH:4][CH:3]=1.C(=O)([O-])[O-].[K+].[K+].[NH:36]1[CH2:40][CH2:39][CH2:38][CH2:37]1.